Dataset: Forward reaction prediction with 1.9M reactions from USPTO patents (1976-2016). Task: Predict the product of the given reaction. (1) Given the reactants Cl.N[C@H]1CCC[C@H]1CO.[F:10][C:11]1[CH:16]=[C:15]([F:17])[CH:14]=[CH:13][C:12]=1[CH2:18][NH:19][C:20]([C:22]1[C:23](=[O:48])[C:24]([O:40]CC2C=CC=CC=2)=[C:25]2[C:34](=[O:35])[N:33]3[CH:28]([O:29][CH2:30][CH:31]4[CH2:38][CH2:37][CH2:36][CH:32]43)[CH2:27][N:26]2[CH:39]=1)=[O:21].FC1C=C(F)C=CC=1CNC(C1C2N3C(=O)C4=C(O)C(=O)C=CN4CC3OCC2CC1)=O, predict the reaction product. The product is: [F:10][C:11]1[CH:16]=[C:15]([F:17])[CH:14]=[CH:13][C:12]=1[CH2:18][NH:19][C:20]([C:22]1[C:23](=[O:48])[C:24]([OH:40])=[C:25]2[C:34](=[O:35])[N:33]3[CH:28]([O:29][CH2:30][CH:31]4[CH2:38][CH2:37][CH2:36][CH:32]43)[CH2:27][N:26]2[CH:39]=1)=[O:21]. (2) The product is: [Br:1][C:2]1[C:3]([CH3:9])=[CH:4][C:5]([O:8][CH:11]2[CH2:15][CH2:14][O:13][CH2:12]2)=[N:6][CH:7]=1. Given the reactants [Br:1][C:2]1[C:3]([CH3:9])=[CH:4][C:5]([OH:8])=[N:6][CH:7]=1.O[CH:11]1[CH2:15][CH2:14][O:13][CH2:12]1, predict the reaction product. (3) Given the reactants Cl[C:2]1[N:6]=[C:5]([CH:7]2[CH2:12][CH:11]([C:13]3[CH:18]=[CH:17][C:16]([C:19]([F:22])([F:21])[F:20])=[CH:15][CH:14]=3)[CH2:10][N:9]([C:23]([N:25]3[CH2:30][CH2:29][O:28][CH2:27][CH2:26]3)=[O:24])[CH2:8]2)[O:4][N:3]=1.[O-:31][CH2:32][CH3:33].[Na+], predict the reaction product. The product is: [CH2:32]([O:31][C:2]1[N:6]=[C:5]([CH:7]2[CH2:12][CH:11]([C:13]3[CH:18]=[CH:17][C:16]([C:19]([F:22])([F:21])[F:20])=[CH:15][CH:14]=3)[CH2:10][N:9]([C:23]([N:25]3[CH2:30][CH2:29][O:28][CH2:27][CH2:26]3)=[O:24])[CH2:8]2)[O:4][N:3]=1)[CH3:33]. (4) Given the reactants [C:1]([C:3]1[CH:4]=[N:5][C:6]2[C:11]([C:12]=1[NH:13][C:14]1[CH:19]=[CH:18][C:17](/[CH:20]=[CH:21]/[C:22](O)=[O:23])=[C:16]3[O:25][CH2:26][O:27][C:15]=13)=[CH:10][C:9]([O:28][CH3:29])=[C:8]([O:30][CH3:31])[CH:7]=2)#[N:2].[CH3:32][O:33][CH2:34][CH2:35][NH2:36], predict the reaction product. The product is: [C:1]([C:3]1[CH:4]=[N:5][C:6]2[C:11]([C:12]=1[NH:13][C:14]1[CH:19]=[CH:18][C:17](/[CH:20]=[CH:21]/[C:22]([NH:36][CH2:35][CH2:34][O:33][CH3:32])=[O:23])=[C:16]3[O:25][CH2:26][O:27][C:15]=13)=[CH:10][C:9]([O:28][CH3:29])=[C:8]([O:30][CH3:31])[CH:7]=2)#[N:2]. (5) Given the reactants [NH3:1].[CH3:2][N:3]([CH3:31])[CH:4]1[CH2:9][CH2:8][CH:7]([O:10][C:11]2[C:22]3[C:21]4[C@@H:20]([CH2:23][C:24]([F:30])([F:29])[C:25]([O:27]C)=O)[CH2:19][CH2:18][C:17]=4[S:16][C:15]=3[N:14]=[CH:13][N:12]=2)[CH2:6][CH2:5]1, predict the reaction product. The product is: [CH3:2][N:3]([CH3:31])[CH:4]1[CH2:9][CH2:8][CH:7]([O:10][C:11]2[C:22]3[C:21]4[C@@H:20]([CH2:23][C:24]([F:30])([F:29])[C:25]([NH2:1])=[O:27])[CH2:19][CH2:18][C:17]=4[S:16][C:15]=3[N:14]=[CH:13][N:12]=2)[CH2:6][CH2:5]1.